This data is from Peptide-MHC class I binding affinity with 185,985 pairs from IEDB/IMGT. The task is: Regression. Given a peptide amino acid sequence and an MHC pseudo amino acid sequence, predict their binding affinity value. This is MHC class I binding data. (1) The peptide sequence is KIDSMFLMT. The MHC is HLA-A02:01 with pseudo-sequence HLA-A02:01. The binding affinity (normalized) is 0.414. (2) The peptide sequence is TATPAWDAL. The MHC is HLA-A03:01 with pseudo-sequence HLA-A03:01. The binding affinity (normalized) is 0.0847. (3) The binding affinity (normalized) is 0.0847. The peptide sequence is TMPELAWAV. The MHC is HLA-A03:01 with pseudo-sequence HLA-A03:01. (4) The peptide sequence is YLDDRNTFR. The MHC is HLA-A11:01 with pseudo-sequence HLA-A11:01. The binding affinity (normalized) is 0.0847. (5) The peptide sequence is YEEAGRGSM. The MHC is HLA-A02:01 with pseudo-sequence HLA-A02:01. The binding affinity (normalized) is 0.213. (6) The peptide sequence is PTPESANLE. The MHC is Mamu-A02 with pseudo-sequence Mamu-A02. The binding affinity (normalized) is 0. (7) The binding affinity (normalized) is 0.0847. The MHC is HLA-B46:01 with pseudo-sequence HLA-B46:01. The peptide sequence is FLAAECPFL.